Dataset: Reaction yield outcomes from USPTO patents with 853,638 reactions. Task: Predict the reaction yield, written as a fraction of the theoretical maximum amount of product (1.0 means a 100% yield; for example, 0.34 means a 34% yield). The reactants are [CH3:1][C:2]1[C:7]([OH:8])=[CH:6][CH:5]=[CH:4][N:3]=1.[H-].[Na+].Br[C:12]1[CH:13]=[C:14]([N+]([O-])=O)[C:15]([C:18]#[N:19])=[N:16][CH:17]=1.[N:23]1[CH:28]=[CH:27][CH:26]=[CH:25][C:24]=1[SH:29]. The catalyst is CN(C=O)C. The product is [CH3:1][C:2]1[C:7]([O:8][C:14]2[C:15]([C:18]#[N:19])=[N:16][CH:17]=[C:12]([S:29][C:24]3[CH:25]=[CH:26][CH:27]=[CH:28][N:23]=3)[CH:13]=2)=[CH:6][CH:5]=[CH:4][N:3]=1. The yield is 0.850.